Dataset: Full USPTO retrosynthesis dataset with 1.9M reactions from patents (1976-2016). Task: Predict the reactants needed to synthesize the given product. Given the product [CH3:23][N:24]1[CH2:29][CH2:28][C:27]2[N:8]([CH2:13][C:12]#[CH:11])[C:5]3[CH:4]=[CH:3][C:2]([CH3:10])=[CH:7][C:6]=3[C:26]=2[CH2:25]1, predict the reactants needed to synthesize it. The reactants are: Cl.[C:2]1([CH3:10])[CH:7]=[CH:6][C:5]([NH:8]N)=[CH:4][CH:3]=1.[CH2:11](Br)[C:12]#[CH:13].C(N(CC)CC)C.Cl.[CH3:23][N:24]1[CH2:29][CH2:28][C:27](=O)[CH2:26][CH2:25]1.